This data is from Reaction yield outcomes from USPTO patents with 853,638 reactions. The task is: Predict the reaction yield, written as a fraction of the theoretical maximum amount of product (1.0 means a 100% yield; for example, 0.34 means a 34% yield). (1) The reactants are [OH:1][CH2:2][C:3]1[CH:4]=[C:5]([CH:10]=[CH:11][C:12]=1[O:13][CH:14]([CH3:16])[CH3:15])[C:6]([O:8]C)=[O:7].[OH-].[Na+]. The catalyst is O1CCOCC1. The product is [OH:1][CH2:2][C:3]1[CH:4]=[C:5]([CH:10]=[CH:11][C:12]=1[O:13][CH:14]([CH3:16])[CH3:15])[C:6]([OH:8])=[O:7]. The yield is 0.890. (2) The reactants are [N:1]1[CH:6]=[CH:5][CH:4]=[C:3]([CH2:7][CH2:8][NH:9][C:10]([C:12]2[N:13]([CH:32]([CH3:34])[CH3:33])[C:14]([CH2:30]O)=[C:15]([C:23]3[CH:28]=[CH:27][C:26]([F:29])=[CH:25][CH:24]=3)[C:16]=2[C:17]2[CH:22]=[CH:21][CH:20]=[CH:19][CH:18]=2)=[O:11])[CH:2]=1.[BrH:35].[C:36]1([P:42]([C:49]2[CH:54]=[CH:53][CH:52]=[CH:51][CH:50]=2)[C:43]2[CH:48]=[CH:47][CH:46]=[CH:45][CH:44]=2)[CH:41]=[CH:40][CH:39]=[CH:38][CH:37]=1. The catalyst is C(#N)C. The product is [Br-:35].[F:29][C:26]1[CH:27]=[CH:28][C:23]([C:15]2[C:16]([C:17]3[CH:18]=[CH:19][CH:20]=[CH:21][CH:22]=3)=[C:12]([C:10](=[O:11])[NH:9][CH2:8][CH2:7][C:3]3[CH:2]=[N:1][CH:6]=[CH:5][CH:4]=3)[N:13]([CH:32]([CH3:33])[CH3:34])[C:14]=2[CH2:30][P+:42]([C:36]2[CH:37]=[CH:38][CH:39]=[CH:40][CH:41]=2)([C:43]2[CH:48]=[CH:47][CH:46]=[CH:45][CH:44]=2)[C:49]2[CH:50]=[CH:51][CH:52]=[CH:53][CH:54]=2)=[CH:24][CH:25]=1. The yield is 0.940. (3) The reactants are [CH3:1][C:2]1[O:3][CH:4]=[CH:5][C:6]=1[CH2:7][NH2:8].CC1[O:11]C=CC=1C(OC)=O.C[O-].[Na+]. The catalyst is C(N)=O. The product is [CH3:1][C:2]1[O:3][CH:4]=[CH:5][C:6]=1[C:7]([NH2:8])=[O:11]. The yield is 0.830. (4) The reactants are [N:1]1[CH:6]=[CH:5][CH:4]=[C:3](/[CH:7]=[CH:8]/[C:9]2[C:17]3[C:12](=[CH:13][C:14]([C:18]#N)=[CH:15][CH:16]=3)[NH:11][N:10]=2)[CH:2]=1.CC(O)=[O:22].CN(C=O)C.[PH2]([O-])=O.[Na+]. The catalyst is N1C=CC=CC=1.O.[Ni]. The product is [N:1]1[CH:6]=[CH:5][CH:4]=[C:3](/[CH:7]=[CH:8]/[C:9]2[C:17]3[C:12](=[CH:13][C:14]([CH:18]=[O:22])=[CH:15][CH:16]=3)[NH:11][N:10]=2)[CH:2]=1. The yield is 0.500. (5) The reactants are [OH-].[K+].[CH3:3][O:4][C:5](=[CH:10][C:11]1[CH:16]=[CH:15][CH:14]=[C:13]([N+:17]([O-:19])=[O:18])[CH:12]=1)[C:6]([O:8]C)=[O:7]. The catalyst is O.CO. The product is [CH3:3][O:4][C:5](=[CH:10][C:11]1[CH:16]=[CH:15][CH:14]=[C:13]([N+:17]([O-:19])=[O:18])[CH:12]=1)[C:6]([OH:8])=[O:7]. The yield is 0.840. (6) The reactants are [Br:1][C:2]1[C:14]([F:15])=[CH:13][C:12]([C:16](=[O:18])[NH2:17])=[C:11]2[C:3]=1[C:4]1[CH2:5][CH2:6][CH:7](C(OCC)=O)[CH2:8][C:9]=1[NH:10]2.[CH3:24][Li].CC[O:28][CH2:29][CH3:30].[NH4+].[Cl-]. The catalyst is C1COCC1.CCOC(C)=O. The product is [Br:1][C:2]1[C:14]([F:15])=[CH:13][C:12]([C:16]([NH2:17])=[O:18])=[C:11]2[C:3]=1[C:4]1[CH2:5][CH2:6][CH:7]([C:29]([OH:28])([CH3:30])[CH3:24])[CH2:8][C:9]=1[NH:10]2. The yield is 0.960. (7) The reactants are [CH3:1][C@@:2]1([CH2:20][CH2:21][CH2:22]O)[CH2:7][C:6]2[CH:8]=[CH:9][CH:10]=[CH:11][C:5]=2[N:4]([C:12]2[CH:17]=[CH:16][CH:15]=[CH:14][CH:13]=2)[S:3]1(=[O:19])=[O:18].C1(C)C=CC(S([Cl:33])(=O)=O)=CC=1.[CH3:35][NH2:36].Cl. The catalyst is ClCCl.C(OCC)(=O)C.C(OCC)C.C(N(CC)CC)C. The product is [ClH:33].[CH3:35][NH:36][CH2:22][CH2:21][CH2:20][C@:2]1([CH3:1])[CH2:7][C:6]2[CH:8]=[CH:9][CH:10]=[CH:11][C:5]=2[N:4]([C:12]2[CH:13]=[CH:14][CH:15]=[CH:16][CH:17]=2)[S:3]1(=[O:19])=[O:18]. The yield is 0.0600. (8) No catalyst specified. The yield is 0.580. The reactants are C([N:8]1[CH:13]=[CH:12][C:11]2=[C:14]([C:25]3[CH:30]=[CH:29][C:28]([Cl:31])=[CH:27][CH:26]=3)[N:15]([C:17]3[CH:22]=[CH:21][C:20]([Cl:23])=[CH:19][C:18]=3[Cl:24])[N:16]=[C:10]2[C:9]1=O)C1C=CC=CC=1.O=P(Cl)(Cl)[Cl:35]. The product is [Cl:35][C:9]1[C:10]2=[N:16][N:15]([C:17]3[CH:22]=[CH:21][C:20]([Cl:23])=[CH:19][C:18]=3[Cl:24])[C:14]([C:25]3[CH:30]=[CH:29][C:28]([Cl:31])=[CH:27][CH:26]=3)=[C:11]2[CH:12]=[CH:13][N:8]=1.